This data is from Forward reaction prediction with 1.9M reactions from USPTO patents (1976-2016). The task is: Predict the product of the given reaction. (1) Given the reactants Cl.[NH2:2][OH:3].CC([O-])=O.[Na+].[C:9]([C:12]1[CH:17]=[C:16]([CH3:18])[C:15]([Br:19])=[CH:14][C:13]=1[OH:20])(=O)[CH3:10].CCO, predict the reaction product. The product is: [Br:19][C:15]1[C:16]([CH3:18])=[CH:17][C:12]([CH2:9][CH:10]=[N:2][OH:3])=[C:13]([OH:20])[CH:14]=1. (2) The product is: [F:8][C:6]1[CH:5]=[C:4]([CH2:9][C:10]([NH:12][C@H:13]([C:15]([NH:26][C@@H:25]([CH2:27][CH2:28][CH2:29][CH3:30])[C:24]([O:23][C:19]([CH3:20])([CH3:21])[CH3:22])=[O:31])=[O:17])[CH3:14])=[O:11])[CH:3]=[C:2]([F:1])[CH:7]=1. Given the reactants [F:1][C:2]1[CH:3]=[C:4]([CH2:9][C:10]([NH:12][C@H:13]([C:15]([OH:17])=O)[CH3:14])=[O:11])[CH:5]=[C:6]([F:8])[CH:7]=1.Cl.[C:19]([O:23][C:24](=[O:31])[C@H:25]([CH2:27][CH2:28][CH2:29][CH3:30])[NH2:26])([CH3:22])([CH3:21])[CH3:20], predict the reaction product. (3) Given the reactants [CH3:1][O:2][C:3]([C:5]1[N:6]([CH3:35])[C:7]([S:10]([N:13]2[CH2:18][CH2:17][CH:16]([S:19][C:20]3[CH:25]=[C:24]([C:26]([CH3:29])([CH3:28])[CH3:27])[C:23]([OH:30])=[C:22]([C:31]([CH3:34])([CH3:33])[CH3:32])[CH:21]=3)[CH2:15][CH2:14]2)(=[O:12])=[O:11])=[CH:8][CH:9]=1)=[O:4].ClC1C=CC=C(C(OO)=[O:44])C=1, predict the reaction product. The product is: [CH3:1][O:2][C:3]([C:5]1[N:6]([CH3:35])[C:7]([S:10]([N:13]2[CH2:18][CH2:17][CH:16]([S:19]([C:20]3[CH:25]=[C:24]([C:26]([CH3:27])([CH3:28])[CH3:29])[C:23]([OH:30])=[C:22]([C:31]([CH3:34])([CH3:33])[CH3:32])[CH:21]=3)=[O:44])[CH2:15][CH2:14]2)(=[O:11])=[O:12])=[CH:8][CH:9]=1)=[O:4]. (4) Given the reactants [CH:1]1([C:4]2[CH:5]=[CH:6][C:7]([C:18]([OH:20])=O)=[N:8][C:9]=2[O:10][CH2:11][C:12]2[CH:17]=[CH:16][CH:15]=[CH:14][N:13]=2)[CH2:3][CH2:2]1.[CH3:21][C:22]([CH3:30])([C:24]1[N:28]=[C:27]([CH3:29])[O:26][N:25]=1)[NH2:23], predict the reaction product. The product is: [CH:1]1([C:4]2[CH:5]=[CH:6][C:7]([C:18]([NH:23][C:22]([C:24]3[N:28]=[C:27]([CH3:29])[O:26][N:25]=3)([CH3:30])[CH3:21])=[O:20])=[N:8][C:9]=2[O:10][CH2:11][C:12]2[CH:17]=[CH:16][CH:15]=[CH:14][N:13]=2)[CH2:2][CH2:3]1. (5) The product is: [C:20]1([N:18]2[CH:19]=[C:15]([CH2:14][O:1][C:2]3[CH:11]=[C:10]4[C:5]([C:6](=[O:12])[CH2:7][CH2:8][O:9]4)=[CH:4][CH:3]=3)[CH:16]=[N:17]2)[CH:25]=[CH:24][CH:23]=[CH:22][CH:21]=1. Given the reactants [OH:1][C:2]1[CH:11]=[C:10]2[C:5]([C:6](=[O:12])[CH2:7][CH2:8][O:9]2)=[CH:4][CH:3]=1.Cl[CH2:14][C:15]1[CH:16]=[N:17][N:18]([C:20]2[CH:25]=[CH:24][CH:23]=[CH:22][CH:21]=2)[CH:19]=1.C(=O)([O-])[O-].[K+].[K+].[I-].[K+], predict the reaction product. (6) The product is: [F:34][C:35]([F:48])([F:47])[S:36]([NH:16][CH2:15][CH2:14][O:13][C:12]1[CH:11]=[CH:10][C:9]([C:7]2[N:6]([C:19]3[CH:24]=[CH:23][C:22]([O:25][CH3:26])=[CH:21][CH:20]=3)[N:5]=[C:4]([O:3][CH3:2])[CH:8]=2)=[CH:18][CH:17]=1)(=[O:38])=[O:37]. Given the reactants Cl.[CH3:2][O:3][C:4]1[CH:8]=[C:7]([C:9]2[CH:18]=[CH:17][C:12]([O:13][CH2:14][CH2:15][NH2:16])=[CH:11][CH:10]=2)[N:6]([C:19]2[CH:24]=[CH:23][C:22]([O:25][CH3:26])=[CH:21][CH:20]=2)[N:5]=1.C(N(CC)CC)C.[F:34][C:35]([F:48])([F:47])[S:36](O[S:36]([C:35]([F:48])([F:47])[F:34])(=[O:38])=[O:37])(=[O:38])=[O:37], predict the reaction product. (7) Given the reactants [F:1][C:2]([F:21])([F:20])[CH2:3][O:4][CH2:5][C:6]1[CH:7]=[CH:8][C:9]2[N:10]([C:12]([C:15]([O:17]CC)=[O:16])=[CH:13][N:14]=2)[CH:11]=1.[Li+].[OH-], predict the reaction product. The product is: [F:21][C:2]([F:1])([F:20])[CH2:3][O:4][CH2:5][C:6]1[CH:7]=[CH:8][C:9]2[N:10]([C:12]([C:15]([OH:17])=[O:16])=[CH:13][N:14]=2)[CH:11]=1. (8) Given the reactants [NH2:1][C:2]1[CH:10]=[CH:9][CH:8]=[CH:7][C:3]=1[C:4]([NH2:6])=O.COC1C=CC(P2(=S)SP(C3C=CC(OC)=CC=3)(=S)[S:20]2)=CC=1, predict the reaction product. The product is: [NH2:1][C:2]1[CH:10]=[CH:9][CH:8]=[CH:7][C:3]=1[C:4](=[S:20])[NH2:6]. (9) The product is: [CH2:10]([C@@H:5]([C:3]([O:2][CH3:1])=[O:4])[CH2:6][C:7]([OH:9])=[O:8])[C:11]1[CH:16]=[CH:15][CH:14]=[CH:13][CH:12]=1. Given the reactants [CH3:1][O:2][C:3](/[C:5](=[CH:10]/[C:11]1[CH:16]=[CH:15][CH:14]=[CH:13][CH:12]=1)/[CH2:6][C:7]([OH:9])=[O:8])=[O:4].C1(NC2CCCCC2)CCCCC1.O, predict the reaction product.